Task: Predict the reaction yield, written as a fraction of the theoretical maximum amount of product (1.0 means a 100% yield; for example, 0.34 means a 34% yield).. Dataset: Reaction yield outcomes from USPTO patents with 853,638 reactions The reactants are [CH:1]1([NH2:7])[CH2:6][CH2:5][CH2:4][CH2:3][CH2:2]1.C([N:10]([CH2:13][CH3:14])CC)C.[C:15](Cl)(=[O:28])[C:16]1[CH:27]=[C:23]([C:24](Cl)=[O:25])[CH:22]=[C:18]([C:19](Cl)=[O:20])[CH:17]=1. The catalyst is C1(C)C=CC=CC=1. The product is [CH:1]1([NH:7][C:15]([C:16]2[CH:27]=[C:23]([C:24]([NH:7][CH:1]3[CH2:6][CH2:5][CH2:4][CH2:3][CH2:2]3)=[O:25])[CH:22]=[C:18]([C:19]([NH:10][CH:13]3[CH2:14][CH2:3][CH2:2][CH2:1][CH2:6]3)=[O:20])[CH:17]=2)=[O:28])[CH2:6][CH2:5][CH2:4][CH2:3][CH2:2]1. The yield is 0.580.